This data is from Forward reaction prediction with 1.9M reactions from USPTO patents (1976-2016). The task is: Predict the product of the given reaction. The product is: [Cl:1][C:2]1[CH:45]=[CH:44][C:5]([CH2:6][C@H:7]([C:8]([N:10]2[CH2:11][CH2:12][CH:13]([N:16]([CH:24]3[CH2:25][CH2:26][CH2:27][CH2:28][CH2:29]3)[C:17](=[O:23])[CH:18]([CH2:21][CH3:22])[CH2:19][CH3:20])[CH2:14][CH2:15]2)=[O:9])[NH:30][CH:31]2[CH2:36][CH2:35][NH:34][CH2:33][CH2:32]2)=[CH:4][CH:3]=1. Given the reactants [Cl:1][C:2]1[CH:45]=[CH:44][C:5]([CH2:6][C@@H:7]([NH:30][CH:31]2[CH2:36][CH2:35][N:34](C(OC(C)(C)C)=O)[CH2:33][CH2:32]2)[C:8]([N:10]2[CH2:15][CH2:14][CH:13]([N:16]([CH:24]3[CH2:29][CH2:28][CH2:27][CH2:26][CH2:25]3)[C:17](=[O:23])[CH:18]([CH2:21][CH3:22])[CH2:19][CH3:20])[CH2:12][CH2:11]2)=[O:9])=[CH:4][CH:3]=1, predict the reaction product.